Dataset: NCI-60 drug combinations with 297,098 pairs across 59 cell lines. Task: Regression. Given two drug SMILES strings and cell line genomic features, predict the synergy score measuring deviation from expected non-interaction effect. Drug 1: CN1C(=O)N2C=NC(=C2N=N1)C(=O)N. Drug 2: CN(CCCl)CCCl.Cl. Cell line: HL-60(TB). Synergy scores: CSS=70.8, Synergy_ZIP=-3.42, Synergy_Bliss=-5.38, Synergy_Loewe=-29.3, Synergy_HSA=-4.20.